Dataset: Reaction yield outcomes from USPTO patents with 853,638 reactions. Task: Predict the reaction yield, written as a fraction of the theoretical maximum amount of product (1.0 means a 100% yield; for example, 0.34 means a 34% yield). (1) The reactants are C(OC(C1C([C:11]2[CH:16]=[CH:15][C:14](N)=[CH:13][CH:12]=2)=NOC=1[C:11]1[CH:16]=[CH:15][CH:14]=[CH:13][CH:12]=1)=O)C.[CH2:24]([O:26][C:27]([C:29]1[O:33][N:32]=[C:31]([C:34]2[CH:39]=[CH:38][C:37]([NH:40][C:41]([NH:43][C:44]3[CH:49]=[CH:48][CH:47]=[CH:46][CH:45]=3)=[O:42])=[CH:36][CH:35]=2)[CH:30]=1)=[O:28])[CH3:25].[K+].[Br-]. No catalyst specified. The product is [CH2:24]([O:26][C:27]([C:29]1[O:33][N:32]=[C:31]([C:34]2[CH:35]=[CH:36][C:37]([NH:40][C:41]([NH:43][C:44]3[CH:49]=[CH:48][CH:47]=[CH:46][CH:45]=3)=[O:42])=[CH:38][CH:39]=2)[C:30]=1[C:11]1[CH:16]=[CH:15][CH:14]=[CH:13][CH:12]=1)=[O:28])[CH3:25]. The yield is 0.820. (2) The reactants are [N:1]([C@:4]12[CH2:39][CH2:38][C@@H:37]([C:40]([CH3:42])=[CH2:41])[C@@H:5]1[C@@H:6]1[C@@:19]([CH3:22])([CH2:20][CH2:21]2)[C@@:18]2([CH3:23])[C@@H:9]([C@:10]3([CH3:36])[C@@H:15]([CH2:16][CH2:17]2)[C:14]([CH3:25])([CH3:24])[C:13]([C:26]2[CH:35]=[CH:34][C:29]([C:30]([O:32]C)=[O:31])=[CH:28][CH:27]=2)=[CH:12][CH2:11]3)[CH2:8][CH2:7]1)=[C:2]=[O:3].CN(C)CCNC(=O)N[C@]12CC[C@@H](C(C)=C)[C@@H]1[C@@H]1[C@@](C)(CC2)[C@@]2(C)[C@@H]([C@]3(C)[C@@H](CC2)C(C)(C)C(C2C=CC(C(O)=O)=CC=2)=CC3)CC1.[CH3:90][C:91]([N:95]1[CH2:100][CH2:99][O:98][CH2:97][CH2:96]1)([CH3:94])[CH2:92][NH2:93]. No catalyst specified. The product is [CH3:22][C@:19]12[C@@:18]3([CH3:23])[C@@H:9]([C@:10]4([CH3:36])[C@@H:15]([CH2:16][CH2:17]3)[C:14]([CH3:24])([CH3:25])[C:13]([C:26]3[CH:27]=[CH:28][C:29]([C:30]([OH:32])=[O:31])=[CH:34][CH:35]=3)=[CH:12][CH2:11]4)[CH2:8][CH2:7][C@@H:6]1[C@H:5]1[C@H:37]([C:40]([CH3:42])=[CH2:41])[CH2:38][CH2:39][C@:4]1([NH:1][C:2]([NH:93][CH2:92][C:91]([CH3:90])([N:95]1[CH2:96][CH2:97][O:98][CH2:99][CH2:100]1)[CH3:94])=[O:3])[CH2:21][CH2:20]2. The yield is 0.200.